From a dataset of Reaction yield outcomes from USPTO patents with 853,638 reactions. Predict the reaction yield, written as a fraction of the theoretical maximum amount of product (1.0 means a 100% yield; for example, 0.34 means a 34% yield). The reactants are [Cl:1][C:2]1[CH:7]=[CH:6][C:5]([CH2:8][C:9]([NH:11][C:12]2[S:20][C:15]3[CH2:16][NH:17][CH2:18][CH2:19][C:14]=3[C:13]=2[C:21]([NH2:23])=[O:22])=[O:10])=[C:4]([F:24])[CH:3]=1.[CH:25]1[CH:26]=[CH:27][C:28]2[N:33](O)[N:32]=[N:31][C:29]=2[CH:30]=1.CCN=C=NCCCN(C)C.CN([CH:49]=[O:50])C. No catalyst specified. The product is [NH:31]1[C:29]2[CH:30]=[CH:25][C:26]([C:49]([N:17]3[CH2:18][CH2:19][C:14]4[C:13]([C:21]([NH2:23])=[O:22])=[C:12]([NH:11][C:9](=[O:10])[CH2:8][C:5]5[CH:6]=[CH:7][C:2]([Cl:1])=[CH:3][C:4]=5[F:24])[S:20][C:15]=4[CH2:16]3)=[O:50])=[CH:27][C:28]=2[N:33]=[N:32]1. The yield is 0.120.